From a dataset of Reaction yield outcomes from USPTO patents with 853,638 reactions. Predict the reaction yield, written as a fraction of the theoretical maximum amount of product (1.0 means a 100% yield; for example, 0.34 means a 34% yield). (1) The reactants are [Br:1][C:2]1[N:7]=[CH:6][C:5]([CH2:8][OH:9])=[C:4]([I:10])[CH:3]=1.[Cr](O[Cr]([O-])(=O)=O)([O-])(=O)=O.[NH+]1C=CC=CC=1.[NH+]1C=CC=CC=1. The catalyst is C(Cl)Cl. The product is [Br:1][C:2]1[CH:3]=[C:4]([I:10])[C:5]([CH:8]=[O:9])=[CH:6][N:7]=1. The yield is 0.600. (2) The reactants are [CH3:1][NH:2][C:3]1[CH:4]=[C:5]([C:9]#[C:10][C:11]2[CH:12]=[N:13][C:14]([NH2:17])=[N:15][CH:16]=2)[CH:6]=[CH:7][CH:8]=1.[C:18]([C:22]1[O:26][N:25]=[C:24]([NH:27][C:28](=[O:36])OC2C=CC=CC=2)[CH:23]=1)([CH3:21])([CH3:20])[CH3:19]. The catalyst is C1COCC1.C(N(CC)CC)C. The product is [NH2:17][C:14]1[N:15]=[CH:16][C:11]([C:10]#[C:9][C:5]2[CH:4]=[C:3]([N:2]([CH3:1])[C:28]([NH:27][C:24]3[CH:23]=[C:22]([C:18]([CH3:19])([CH3:20])[CH3:21])[O:26][N:25]=3)=[O:36])[CH:8]=[CH:7][CH:6]=2)=[CH:12][N:13]=1. The yield is 0.730. (3) The reactants are [CH3:1][C@H:2]1[CH2:7][O:6][CH2:5][C@@H:4]([CH3:8])[NH:3]1.CN(C(ON1N=NC2C=CC=NC1=2)=[N+](C)C)C.F[P-](F)(F)(F)(F)F.CCN(C(C)C)C(C)C.[NH2:42][C:43]1[CH:51]=[CH:50][C:46]([C:47](O)=[O:48])=[CH:45][N:44]=1. The catalyst is CN(C=O)C. The product is [NH2:42][C:43]1[N:44]=[CH:45][C:46]([C:47]([N:3]2[C@@H:4]([CH3:8])[CH2:5][O:6][CH2:7][C@H:2]2[CH3:1])=[O:48])=[CH:50][CH:51]=1. The yield is 0.270. (4) The reactants are [OH:1][N:2]=[C:3](Cl)[C:4]1[CH:9]=[CH:8][C:7]([C:10]([F:13])([F:12])[F:11])=[CH:6][CH:5]=1.[CH2:15]([OH:21])[CH2:16][CH2:17][CH2:18][C:19]#[CH:20].C(N(CC)CC)C.Cl. The catalyst is O1CCCC1. The product is [F:11][C:10]([F:13])([F:12])[C:7]1[CH:8]=[CH:9][C:4]([C:3]2[CH:20]=[C:19]([CH2:18][CH2:17][CH2:16][CH2:15][OH:21])[O:1][N:2]=2)=[CH:5][CH:6]=1. The yield is 0.830. (5) The reactants are [CH:1]1[C:6]([NH2:7])=[CH:5][CH:4]=[C:3]([S:8]([NH:11][C:12]2[S:16][CH:15]=[CH:14][N:13]=2)(=[O:10])=[O:9])[CH:2]=1.C[Al](C)C.[Si:21]([O:38][C@H:39]1[CH2:43][CH2:42][O:41][C:40]1=[O:44])([C:34]([CH3:37])([CH3:36])[CH3:35])([C:28]1[CH:33]=[CH:32][CH:31]=[CH:30][CH:29]=1)[C:22]1[CH:27]=[CH:26][CH:25]=[CH:24][CH:23]=1. The catalyst is C(Cl)Cl. The product is [Si:21]([O:38][C@@H:39]([CH2:43][CH2:42][OH:41])[C:40]([NH:7][C:6]1[CH:1]=[CH:2][C:3]([S:8](=[O:10])(=[O:9])[NH:11][C:12]2[S:16][CH:15]=[CH:14][N:13]=2)=[CH:4][CH:5]=1)=[O:44])([C:34]([CH3:37])([CH3:36])[CH3:35])([C:28]1[CH:33]=[CH:32][CH:31]=[CH:30][CH:29]=1)[C:22]1[CH:23]=[CH:24][CH:25]=[CH:26][CH:27]=1. The yield is 0.840. (6) The reactants are C([Si]([O:8][CH2:9][C:10]1[CH:15]=[C:14]([N+:16]([O-:18])=[O:17])[CH:13]=[CH:12][C:11]=1[N:19]=[C:20]=S)(C)C)(C)(C)C.[NH2:22][C@H:23]1[C:32]2[C:27](=[CH:28][CH:29]=[CH:30][CH:31]=2)[CH2:26][CH2:25][CH2:24]1. No catalyst specified. The product is [N+:16]([C:14]1[CH:13]=[CH:12][C:11]2[N:19]=[C:20]([NH:22][C@H:23]3[C:32]4[C:27](=[CH:28][CH:29]=[CH:30][CH:31]=4)[CH2:26][CH2:25][CH2:24]3)[O:8][CH2:9][C:10]=2[CH:15]=1)([O-:18])=[O:17]. The yield is 0.800. (7) The reactants are [Cl:1][C:2]1[C:3]2[CH:10]=[CH:9][N:8]([C@@H:11]3[CH2:16][CH2:15][CH2:14][N:13]([C:17]([O:19][C:20]([CH3:23])([CH3:22])[CH3:21])=[O:18])[CH2:12]3)[C:4]=2[N:5]=[CH:6][N:7]=1.C1C(=O)N([I:31])C(=O)C1.O. The catalyst is CN(C=O)C. The product is [Cl:1][C:2]1[C:3]2[C:10]([I:31])=[CH:9][N:8]([C@@H:11]3[CH2:16][CH2:15][CH2:14][N:13]([C:17]([O:19][C:20]([CH3:23])([CH3:22])[CH3:21])=[O:18])[CH2:12]3)[C:4]=2[N:5]=[CH:6][N:7]=1. The yield is 0.860. (8) The reactants are [OH-].[K+:2].[CH3:3][CH2:4][CH2:5][CH2:6][C:7]1[N:11]([CH2:12][C:13]2[CH:14]=[CH:15][C:16]([C:19]3[CH:20]=[CH:21][CH:22]=[CH:23][C:24]=3[C:25]3[N:29]=[N:28][NH:27][N:26]=3)=[CH:17][CH:18]=2)[C:10]([CH2:30][OH:31])=[C:9]([Cl:32])[N:8]=1. The catalyst is C(O)(C)C. The product is [CH3:3][CH2:4][CH2:5][CH2:6][C:7]1[N:11]([CH2:12][C:13]2[CH:18]=[CH:17][C:16]([C:19]3[CH:20]=[CH:21][CH:22]=[CH:23][C:24]=3[C:25]3[N:29]=[N:28][N-:27][N:26]=3)=[CH:15][CH:14]=2)[C:10]([CH2:30][OH:31])=[C:9]([Cl:32])[N:8]=1.[K+:2]. The yield is 0.850. (9) The reactants are [C:1]([O:4][CH2:5][C:6](=[O:28])[C@@H:7]1[C@:23]2([CH3:24])[CH:10]([CH:11]3[C:20](=[CH:21][CH2:22]2)[C@:19]2([CH3:25])[C:14](=[CH:15][C:16](=[O:26])[CH:17]=[CH:18]2)[CH2:13][CH2:12]3)[CH2:9][C@H:8]1[CH3:27])(=[O:3])[CH3:2].C([SiH](CC)CC)C. The catalyst is C1C=CC(P(C2C=CC=CC=2)C2C=CC=CC=2)=CC=1.C1C=CC(P(C2C=CC=CC=2)C2C=CC=CC=2)=CC=1.C1C=CC(P(C2C=CC=CC=2)C2C=CC=CC=2)=CC=1.[Cl-].[Rh].C(Cl)Cl. The product is [C:1]([O:4][CH2:5][C:6](=[O:28])[C@@H:7]1[C@:23]2([CH3:24])[CH:10]([CH:11]3[C:20](=[CH:21][CH2:22]2)[C@:19]2([CH3:25])[C:14](=[CH:15][C:16](=[O:26])[CH2:17][CH2:18]2)[CH2:13][CH2:12]3)[CH2:9][C@H:8]1[CH3:27])(=[O:3])[CH3:2]. The yield is 0.300.